From a dataset of Full USPTO retrosynthesis dataset with 1.9M reactions from patents (1976-2016). Predict the reactants needed to synthesize the given product. Given the product [C:1]([O:5][C:6]([N:8]1[CH2:12][CH2:11][CH:10]([C:13]#[CH:15])[CH2:9]1)=[O:7])([CH3:4])([CH3:3])[CH3:2], predict the reactants needed to synthesize it. The reactants are: [C:1]([O:5][C:6]([N:8]1[CH2:12][CH2:11][CH:10]([CH:13]=O)[CH2:9]1)=[O:7])([CH3:4])([CH3:3])[CH3:2].[CH2:15](OP(C(=[N+]=[N-])C(=O)C)(=O)OCC)C.C([O-])([O-])=O.[K+].[K+].